Dataset: Reaction yield outcomes from USPTO patents with 853,638 reactions. Task: Predict the reaction yield, written as a fraction of the theoretical maximum amount of product (1.0 means a 100% yield; for example, 0.34 means a 34% yield). (1) The reactants are FC(F)(F)C(O)=O.[Cl:8][C:9]1[CH:14]=[C:13]2[NH:15][C:16](=[O:38])[C:17]3([CH:21]([C:22]4[CH:27]=[CH:26][CH:25]=[C:24]([Cl:28])[C:23]=4[F:29])[CH:20]([C:30](O)=[O:31])[NH:19][CH:18]3[CH2:33][C:34]([CH3:37])([CH3:36])[CH3:35])[C:12]2=[CH:11][CH:10]=1.C(N(C(C)C)CC)(C)C.C1(P(Cl)(C2C=CC=CC=2)=O)C=CC=CC=1.[NH2:63][C:64]1[O:68][C:67]([C:69]([O:71][CH3:72])=[O:70])=[CH:66][CH:65]=1. No catalyst specified. The product is [CH3:72][O:71][C:69]([C:67]1[O:68][C:64]([NH:63][C:30]([C@@H:20]2[NH:19][C@@H:18]([CH2:33][C:34]([CH3:36])([CH3:37])[CH3:35])[C@:17]3([C:12]4[C:13](=[CH:14][C:9]([Cl:8])=[CH:10][CH:11]=4)[NH:15][C:16]3=[O:38])[C@H:21]2[C:22]2[CH:27]=[CH:26][CH:25]=[C:24]([Cl:28])[C:23]=2[F:29])=[O:31])=[CH:65][CH:66]=1)=[O:70]. The yield is 0.0200. (2) The reactants are [C:1]([C:5]1[O:9][N:8]=[C:7]([C:10]2[CH:15]=[C:14](Cl)[C:13]([CH:17]3[CH2:19][CH2:18]3)=[CH:12][N:11]=2)[N:6]=1)([CH3:4])([CH3:3])[CH3:2].[CH:20]1([S:23]([O-:25])=[O:24])[CH2:22][CH2:21]1.[Na+].C(OCC)(=O)C.CCCCCCC. The catalyst is CC(N(C)C)=O.CN(C1C=CN=CC=1)C. The product is [C:1]([C:5]1[O:9][N:8]=[C:7]([C:10]2[CH:15]=[C:14]([S:23]([CH:20]3[CH2:22][CH2:21]3)(=[O:25])=[O:24])[C:13]([CH:17]3[CH2:19][CH2:18]3)=[CH:12][N:11]=2)[N:6]=1)([CH3:4])([CH3:3])[CH3:2]. The yield is 0.590. (3) The reactants are [C:1]([C:3]1[CH:4]=[C:5]([CH:10]=[CH:11][CH:12]=1)[C:6]([O:8][CH3:9])=[O:7])#[N:2].[C:13](OC)(=[O:21])[C:14]1[C:15](=[CH:17][CH:18]=[CH:19][CH:20]=1)[SH:16].C(N(CC)CC)C. The catalyst is C1(C)C(C)=CC=CC=1. The product is [O:21]=[C:13]1[C:14]2[CH:20]=[CH:19][CH:18]=[CH:17][C:15]=2[S:16][C:1]([C:3]2[CH:4]=[C:5]([CH:10]=[CH:11][CH:12]=2)[C:6]([O:8][CH3:9])=[O:7])=[N:2]1. The yield is 0.290. (4) The reactants are [Br:1][C:2]1(Br)[CH2:16][CH2:15][C:5]2[N:6]=[C:7]([NH:9][C:10]([NH:12][CH2:13][CH3:14])=[O:11])[S:8][C:4]=2[C:3]1=[O:17].C1CCN2C(=NCCC2)CC1. The catalyst is C1COCC1. The product is [Br:1][C:2]1[CH:16]=[CH:15][C:5]2[N:6]=[C:7]([NH:9][C:10]([NH:12][CH2:13][CH3:14])=[O:11])[S:8][C:4]=2[C:3]=1[OH:17]. The yield is 0.780. (5) The reactants are [OH:1][C:2]1[CH:3]=[C:4]2[C:9](=[CH:10][CH:11]=1)[C:8](=[O:12])[NH:7][CH2:6][CH2:5]2.CCN(CC)CC.[S:20](Cl)([C:23]([F:26])([F:25])[F:24])(=[O:22])=[O:21].O. The catalyst is C(Cl)Cl. The product is [F:24][C:23]([F:26])([F:25])[S:20]([O:1][C:2]1[CH:3]=[C:4]2[C:9](=[CH:10][CH:11]=1)[C:8](=[O:12])[NH:7][CH2:6][CH2:5]2)(=[O:22])=[O:21]. The yield is 0.590. (6) The reactants are B(Br)(Br)Br.[F:5][C:6]1[CH:7]=[CH:8][C:9]([O:25]C)=[C:10]([N:12]2[C:24]3[CH:23]=[CH:22][CH:21]=[CH:20][C:19]=3[C:18]3[C:13]2=[CH:14][CH:15]=[CH:16][CH:17]=3)[CH:11]=1.C(=O)(O)[O-].[Na+].[OH-].[Na+]. The catalyst is ClCCl. The product is [CH:23]1[C:24]2[N:12]([C:10]3[CH:11]=[C:6]([F:5])[CH:7]=[CH:8][C:9]=3[OH:25])[C:13]3[C:18](=[CH:17][CH:16]=[CH:15][CH:14]=3)[C:19]=2[CH:20]=[CH:21][CH:22]=1. The yield is 0.780.